This data is from Peptide-MHC class I binding affinity with 185,985 pairs from IEDB/IMGT. The task is: Regression. Given a peptide amino acid sequence and an MHC pseudo amino acid sequence, predict their binding affinity value. This is MHC class I binding data. (1) The binding affinity (normalized) is 0.0847. The MHC is HLA-A31:01 with pseudo-sequence HLA-A31:01. The peptide sequence is GHYTHITAK. (2) The MHC is HLA-B35:01 with pseudo-sequence HLA-B35:01. The peptide sequence is SPPLISILMI. The binding affinity (normalized) is 0.